This data is from NCI-60 drug combinations with 297,098 pairs across 59 cell lines. The task is: Regression. Given two drug SMILES strings and cell line genomic features, predict the synergy score measuring deviation from expected non-interaction effect. Drug 1: CCCCCOC(=O)NC1=NC(=O)N(C=C1F)C2C(C(C(O2)C)O)O. Drug 2: CN(C(=O)NC(C=O)C(C(C(CO)O)O)O)N=O. Cell line: U251. Synergy scores: CSS=2.26, Synergy_ZIP=-2.28, Synergy_Bliss=-4.36, Synergy_Loewe=-3.00, Synergy_HSA=-3.29.